The task is: Regression/Classification. Given a drug SMILES string, predict its absorption, distribution, metabolism, or excretion properties. Task type varies by dataset: regression for continuous measurements (e.g., permeability, clearance, half-life) or binary classification for categorical outcomes (e.g., BBB penetration, CYP inhibition). For this dataset (solubility_aqsoldb), we predict Y.. This data is from Aqueous solubility values for 9,982 compounds from the AqSolDB database. (1) The drug is C=C(C)C(=O)OCC(F)(F)F. The Y is -2.27 log mol/L. (2) The drug is CC(C)(C)CC(C)(C)C1CCC(=N/O)/C(=N\O)C1. The Y is -6.41 log mol/L. (3) The compound is CCCCCC/C=C\CCCCCCCC(=O)OCC.CCCCCCCC/C=C\CCCCCCCC(=O)OCC.CCCCCCCCCCCCCC(=O)OCC.CCCCCCCCCCCCCCCC(=O)OCC. The Y is -7.36 log mol/L. (4) The Y is -4.98 log mol/L. The drug is COc1ccc2c(c1)Sc1ccc(Cl)cc1N2. (5) The drug is CCCCC(C)(C)O. The Y is -1.08 log mol/L. (6) The drug is CC1CNCC(C)O1. The Y is 0.939 log mol/L. (7) The molecule is Cc1ccc2cc3c(ccc4ccccc43)cc2c1. The Y is -6.82 log mol/L. (8) The molecule is CCCCC(=O)OCn1cnc2c1c(=O)n(C)c(=O)n2C. The Y is -2.37 log mol/L. (9) The molecule is CS(=O)(=O)Oc1ccc(Nc2ccc(O)c3c2C(=O)c2ccccc2C3=O)cc1. The Y is -6.21 log mol/L. (10) The drug is CS. The Y is -0.315 log mol/L.